Dataset: Full USPTO retrosynthesis dataset with 1.9M reactions from patents (1976-2016). Task: Predict the reactants needed to synthesize the given product. (1) Given the product [Cl:1][C:2]1[C:3]([NH:23][C:24]2[CH:28]=[C:27]([CH3:29])[NH:26][N:25]=2)=[N:4][C:5]([NH:8][C:9]2[CH:14]=[C:13]([CH3:15])[C:12]([CH:16]3[CH2:21][CH2:20][N:19]([S:34]([CH2:33][CH2:32][CH2:31][Cl:30])(=[O:36])=[O:35])[CH2:18][CH2:17]3)=[CH:11][C:10]=2[CH3:22])=[N:6][CH:7]=1, predict the reactants needed to synthesize it. The reactants are: [Cl:1][C:2]1[C:3]([NH:23][C:24]2[CH:28]=[C:27]([CH3:29])[NH:26][N:25]=2)=[N:4][C:5]([NH:8][C:9]2[CH:14]=[C:13]([CH3:15])[C:12]([CH:16]3[CH2:21][CH2:20][NH:19][CH2:18][CH2:17]3)=[CH:11][C:10]=2[CH3:22])=[N:6][CH:7]=1.[Cl:30][CH2:31][CH2:32][CH2:33][S:34](Cl)(=[O:36])=[O:35].CCOC(C)=O. (2) Given the product [CH2:1]([O:8][C:9](=[O:34])[C@@H:10]([NH:21][C:22](=[O:33])[C@@H:23]([NH2:25])[CH3:24])[CH2:11][C:12]1[C:20]2[C:15](=[CH:16][CH:17]=[CH:18][CH:19]=2)[NH:14][CH:13]=1)[C:2]1[CH:3]=[CH:4][CH:5]=[CH:6][CH:7]=1, predict the reactants needed to synthesize it. The reactants are: [CH2:1]([O:8][C:9](=[O:34])[C@@H:10]([NH:21][C:22](=[O:33])[C@@H:23]([NH:25]C(OC(C)(C)C)=O)[CH3:24])[CH2:11][C:12]1[C:20]2[C:15](=[CH:16][CH:17]=[CH:18][CH:19]=2)[NH:14][CH:13]=1)[C:2]1[CH:7]=[CH:6][CH:5]=[CH:4][CH:3]=1.FC(F)(F)C(O)=O.C([O-])([O-])=O.[Na+].[Na+]. (3) Given the product [CH3:1][C:2]1[CH:3]=[C:4]([N:9]([CH2:24][CH2:25][C:26]2[CH:27]=[CH:28][C:29]([CH3:32])=[CH:30][CH:31]=2)[C:10](=[O:11])[CH:12]([N:33]2[CH2:36][CH:35]([OH:37])[CH2:34]2)[C:13]2[CH:18]=[CH:17][CH:16]=[CH:15][CH:14]=2)[CH:5]=[CH:6][C:7]=1[CH3:8], predict the reactants needed to synthesize it. The reactants are: [CH3:1][C:2]1[CH:3]=[C:4]([N:9]([CH2:24][CH2:25][C:26]2[CH:31]=[CH:30][C:29]([CH3:32])=[CH:28][CH:27]=2)[C:10]([CH:12](OS(C)(=O)=O)[C:13]2[CH:18]=[CH:17][CH:16]=[CH:15][CH:14]=2)=[O:11])[CH:5]=[CH:6][C:7]=1[CH3:8].[NH:33]1[CH2:36][CH:35]([OH:37])[CH2:34]1.